From a dataset of Reaction yield outcomes from USPTO patents with 853,638 reactions. Predict the reaction yield, written as a fraction of the theoretical maximum amount of product (1.0 means a 100% yield; for example, 0.34 means a 34% yield). The reactants are [Li]CCCC.[F:6][C:7]([F:20])([F:19])[C:8]1[CH:9]=[C:10]([CH:12]=[C:13]([C:15]([F:18])([F:17])[F:16])[CH:14]=1)[NH2:11].C[O:22][C:23]([C:25]1([CH2:39][O:40][CH2:41][C:42]2[CH:47]=[CH:46][CH:45]=[CH:44][CH:43]=2)[CH2:29][C:28](=[O:30])[N:27]([C:31]2[C:36]([CH3:37])=[CH:35][CH:34]=[CH:33][C:32]=2[CH3:38])[CH2:26]1)=O.CC(O)=O. The catalyst is C1COCC1. The product is [F:6][C:7]([F:19])([F:20])[C:8]1[CH:9]=[C:10]([NH:11][C:23]([C:25]2([CH2:39][O:40][CH2:41][C:42]3[CH:47]=[CH:46][CH:45]=[CH:44][CH:43]=3)[CH2:29][C:28](=[O:30])[N:27]([C:31]3[C:32]([CH3:38])=[CH:33][CH:34]=[CH:35][C:36]=3[CH3:37])[CH2:26]2)=[O:22])[CH:12]=[C:13]([C:15]([F:16])([F:17])[F:18])[CH:14]=1. The yield is 0.100.